This data is from Catalyst prediction with 721,799 reactions and 888 catalyst types from USPTO. The task is: Predict which catalyst facilitates the given reaction. (1) Reactant: [C:1]([CH:3]([CH2:9][C:10]([C:12]1[C:17](F)=[CH:16][CH:15]=[CH:14][C:13]=1F)=O)[C:4]([O:6][CH2:7]C)=[O:5])#[N:2].C(OCC)(=O)C.[ClH:26]. Product: [Cl:26][C:1]1[NH:2][C:10]([C:12]2[CH:17]=[CH:16][CH:15]=[CH:14][CH:13]=2)=[CH:9][C:3]=1[C:4]([O:6][CH3:7])=[O:5]. The catalyst class is: 13. (2) Reactant: [CH3:1][O:2][CH2:3][CH2:4][CH2:5][O:6][CH:7]([C:21]1[CH:26]=[CH:25][CH:24]=[CH:23][C:22]=1[F:27])[CH:8]1[CH2:13][CH2:12][CH2:11][N:10](C(OC(C)(C)C)=O)[CH2:9]1.[ClH:28]. Product: [ClH:28].[CH3:1][O:2][CH2:3][CH2:4][CH2:5][O:6][CH:7]([C:21]1[CH:26]=[CH:25][CH:24]=[CH:23][C:22]=1[F:27])[CH:8]1[CH2:13][CH2:12][CH2:11][NH:10][CH2:9]1. The catalyst class is: 12.